From a dataset of Experimentally validated miRNA-target interactions with 360,000+ pairs, plus equal number of negative samples. Binary Classification. Given a miRNA mature sequence and a target amino acid sequence, predict their likelihood of interaction. (1) The miRNA is hsa-miR-569 with sequence AGUUAAUGAAUCCUGGAAAGU. The protein sequence of the target gene is MSPCGRALHTSRGAMAMLARKFPRTRLPVGASALCVVVLCWLYIFPVYRLPNEKEIVQGVLAQRTAWRTNQTSASLFRRQMEDCCDPAHLFAMTKMNSPMGKSLWYDGELLYSFTIDNSTYSLFPQATPFQLPLKKCAVVGNGGILKMSGCGRQIDEANFVMRCNLPPLSSEYTRDVGSKTQLVTANPSIIRQRFENLLWSRKKFVDNMKIYNHSYIYMPAFSMKTGTEPSLRVYYTLKDVGANQTVLFANPNFLRNIGKFWKSRGIHAKRLSTGLFLVSAALGLCEEVSIYGFWPFSVN.... Result: 0 (no interaction). (2) The miRNA is hsa-miR-6809-5p with sequence UGGCAAGGAAAGAAGAGGAUCA. The protein sequence of the target gene is MASPVAAQAGKLLRALALRPRFLAAGSQAVQLTSRRWLNLQEYQSKKLMSDNGVRVQRFFVADTANEALEAAKRLNAKEIVLKAQILAGGRGKGVFNSGLKGGVHLTKDPNVVGQLAKQMIGYNLATKQTPKEGVKVNKVMVAEALDISRETYLAILMDRSCNGPVLVGSPQGGVDIEEVAASNPELIFKEQIDIFEGIKDSQAQRMAENLGFVGPLKSQAADQITKLYNLFLKIDATQVEVNPFGETPEGQVVCFDAKINFDDNAEFRQKDIFAMDDKSENEPIENEAAKYDLKYIGLD.... Result: 0 (no interaction). (3) The protein sequence of the target gene is MLLRLVGAAGSRALAWPFSKLWRCGGCAGSGGTVWSSVRACGIALQGHLGRCSQQLALQGKLTSFSPRLYSKPPRGFEKFFKNKKNRKSASPGNSVPPKKEPKNAGPGGDGGNRGGKGDDFPWWKRMQKGEFPWDDKDFRSLAVLGAGVAAGFLYFYFRDPGKEITWKHFVQYYLARGLVDRLEVVNKQFVRVIPVPGTTSERFVWFNIGSVDTFERNLESAQWELGIEPTNQAAVVYTTESDGSFLRSLVPTLVLVSILLYAMRRGPMGTGRGGRGGGLFSVGETTAKILKNNIDVRFA.... Result: 0 (no interaction). The miRNA is rno-miR-223-3p with sequence UGUCAGUUUGUCAAAUACCCC.